Task: Predict which catalyst facilitates the given reaction.. Dataset: Catalyst prediction with 721,799 reactions and 888 catalyst types from USPTO (1) Reactant: C(=O)([O-])[O-].[Na+].[Na+].I[C:8]1[C:16]2[C:15]([NH2:17])=[N:14][CH:13]=[N:12][C:11]=2[N:10]([CH2:18][O:19][CH2:20][CH2:21][Si:22]([CH3:25])([CH3:24])[CH3:23])[CH:9]=1.[N:26]1[C:35]2[C:30](=[CH:31][CH:32]=[CH:33][CH:34]=2)[CH:29]=[C:28](B(O)O)[CH:27]=1.O. Product: [N:26]1[C:35]2[C:30](=[CH:31][CH:32]=[CH:33][CH:34]=2)[CH:29]=[C:28]([C:8]2[C:16]3[C:15]([NH2:17])=[N:14][CH:13]=[N:12][C:11]=3[N:10]([CH2:18][O:19][CH2:20][CH2:21][Si:22]([CH3:25])([CH3:24])[CH3:23])[CH:9]=2)[CH:27]=1. The catalyst class is: 104. (2) Reactant: [OH:1][C:2]1[CH:9]=[C:8]([OH:10])[CH:7]=[CH:6][C:3]=1[CH:4]=[O:5].[O:11]1[CH:16]=[CH:15][CH2:14][CH2:13][CH2:12]1. Product: [OH:1][C:2]1[CH:9]=[C:8]([O:10][CH:12]2[CH2:13][CH2:14][CH2:15][CH2:16][O:11]2)[CH:7]=[CH:6][C:3]=1[CH:4]=[O:5]. The catalyst class is: 4. (3) The catalyst class is: 2. Product: [CH2:1]([O:3][C:4]([C:6]1[O:10][N:9]=[C:8]([C:11]2[CH:12]=[CH:13][C:14]([OH:17])=[CH:15][CH:16]=2)[CH:7]=1)=[O:5])[CH3:2]. Reactant: [CH2:1]([O:3][C:4]([C:6]1[O:10][N:9]=[C:8]([C:11]2[CH:16]=[CH:15][C:14]([O:17]C)=[CH:13][CH:12]=2)[CH:7]=1)=[O:5])[CH3:2].B(Br)(Br)Br. (4) Reactant: [Cl:1][C:2]1[CH:3]=[C:4]2[C:9](=[CH:10][C:11]=1[O:12][CH3:13])[N:8]=[C:7]([O:14][CH3:15])[C:6]([CH:16]([OH:18])[CH3:17])=[CH:5]2. Product: [Cl:1][C:2]1[CH:3]=[C:4]2[C:9](=[CH:10][C:11]=1[O:12][CH3:13])[N:8]=[C:7]([O:14][CH3:15])[C:6]([C:16](=[O:18])[CH3:17])=[CH:5]2. The catalyst class is: 2. (5) Reactant: CC1C=CC(S(O[CH2:12][CH:13]2[O:18][C:17]3[CH:19]=[C:20]([O:23][S:24]([C:27]([F:30])([F:29])[F:28])(=[O:26])=[O:25])[CH:21]=[CH:22][C:16]=3[O:15][CH2:14]2)(=O)=O)=CC=1.[CH2:31]([NH:33][CH2:34][CH2:35][CH3:36])[CH3:32]. Product: [F:30][C:27]([F:28])([F:29])[S:24]([O:23][C:20]1[CH:21]=[CH:22][C:16]2[O:15][CH2:14][CH:13]([CH2:12][N:33]([CH2:31][CH3:32])[CH2:34][CH2:35][CH3:36])[O:18][C:17]=2[CH:19]=1)(=[O:26])=[O:25]. The catalyst class is: 10. (6) Reactant: [F:1][C:2]1[CH:10]=[CH:9][C:8]2[NH:7][C:6]3[CH:11]=[N:12][N:13]([CH:14]4[CH2:19][CH2:18][CH2:17][CH2:16][O:15]4)[C:5]=3[C:4]=2[CH:3]=1.[OH-].[K+].CC(C)=O.Br[CH2:27][C:28]1[CH:33]=[CH:32][CH:31]=[CH:30][CH:29]=1. Product: [CH2:27]([N:7]1[C:8]2[CH:9]=[CH:10][C:2]([F:1])=[CH:3][C:4]=2[C:5]2[N:13]([CH:14]3[CH2:19][CH2:18][CH2:17][CH2:16][O:15]3)[N:12]=[CH:11][C:6]1=2)[C:28]1[CH:33]=[CH:32][CH:31]=[CH:30][CH:29]=1. The catalyst class is: 8. (7) Reactant: CN1CCN(C2C=CC(NC3C4N(N=CN=4)C(C4C=C(C(N)=O)SC=4)=CN=3)=CC=2)CC1.[Br:32][C:33]1[N:38]2[N:39]=[CH:40][N:41]=[C:37]2[C:36](Br)=[N:35][CH:34]=1.[F:43][C:44]1[CH:49]=[C:48]([N:50]2[CH2:55][CH2:54][O:53][CH2:52][CH2:51]2)[CH:47]=[CH:46][C:45]=1[NH2:56].CCN(C(C)C)C(C)C.N12CCN(CC1)CC2. Product: [Br:32][C:33]1[N:38]2[N:39]=[CH:40][N:41]=[C:37]2[C:36]([NH:56][C:45]2[CH:46]=[CH:47][C:48]([N:50]3[CH2:51][CH2:52][O:53][CH2:54][CH2:55]3)=[CH:49][C:44]=2[F:43])=[N:35][CH:34]=1. The catalyst class is: 41.